Dataset: Forward reaction prediction with 1.9M reactions from USPTO patents (1976-2016). Task: Predict the product of the given reaction. Given the reactants [C:1]([O:5][C:6]([NH:8][CH2:9][C:10]([OH:12])=O)=[O:7])([CH3:4])([CH3:3])[CH3:2].F[P-](F)(F)(F)(F)F.N1(OC(N(C)C)=[N+](C)C)C2N=CC=CC=2N=N1.Cl.[NH2:38][C@@:39]1([C:56]([O:58][CH2:59][CH3:60])=[O:57])[CH2:44][C@@H:43]([S:45][C:46]2[NH:50][CH:49]=[N:48][N:47]=2)[C@@H:42]2[C@H:40]1[C@H:41]2[C:51]([O:53][CH2:54][CH3:55])=[O:52].C(N(C(C)C)CC)(C)C, predict the reaction product. The product is: [C:1]([O:5][C:6]([NH:8][CH2:9][C:10]([NH:38][C@@:39]1([C:56]([O:58][CH2:59][CH3:60])=[O:57])[CH2:44][C@@H:43]([S:45][C:46]2[NH:50][CH:49]=[N:48][N:47]=2)[C@@H:42]2[C@H:40]1[C@H:41]2[C:51]([O:53][CH2:54][CH3:55])=[O:52])=[O:12])=[O:7])([CH3:2])([CH3:3])[CH3:4].